The task is: Predict the reactants needed to synthesize the given product.. This data is from Full USPTO retrosynthesis dataset with 1.9M reactions from patents (1976-2016). (1) Given the product [N+:16]([C:13]1[CH:14]=[CH:15][C:2]([O:25][C:19]2[CH:24]=[CH:23][CH:22]=[CH:21][CH:20]=2)=[C:3]([CH:12]=1)[CH2:4][O:5][CH:6]1[CH2:11][CH2:10][CH2:9][CH2:8][O:7]1)([O-:18])=[O:17], predict the reactants needed to synthesize it. The reactants are: F[C:2]1[CH:15]=[CH:14][C:13]([N+:16]([O-:18])=[O:17])=[CH:12][C:3]=1[CH2:4][O:5][CH:6]1[CH2:11][CH2:10][CH2:9][CH2:8][O:7]1.[C:19]1([OH:25])[CH:24]=[CH:23][CH:22]=[CH:21][CH:20]=1.CC([O-])(C)C.[K+]. (2) Given the product [Cl:1][C:2]1[CH:9]=[C:6]([CH:5]=[C:4]([OH:10])[CH:3]=1)[C:7]#[N:8], predict the reactants needed to synthesize it. The reactants are: [Cl:1][C:2]1[CH:3]=[C:4]([O:10]C)[CH:5]=[C:6]([CH:9]=1)[C:7]#[N:8].[Li+].[I-]. (3) Given the product [CH2:1]([NH:8][C:9]1[N:10]=[CH:11][C:12]([CH2:13][NH2:14])=[CH:15][CH:16]=1)[C:2]1[CH:3]=[CH:4][CH:5]=[CH:6][CH:7]=1, predict the reactants needed to synthesize it. The reactants are: [CH2:1]([NH:8][C:9]1[CH:16]=[CH:15][C:12]([C:13]#[N:14])=[CH:11][N:10]=1)[C:2]1[CH:7]=[CH:6][CH:5]=[CH:4][CH:3]=1. (4) Given the product [CH3:6][O:7][C:8]1[CH:13]=[C:12]([CH:14]2[CH2:19][CH2:18][N:17]([S:2]([CH3:1])(=[O:4])=[O:3])[CH2:16][CH2:15]2)[CH:11]=[CH:10][C:9]=1[N:20]([CH3:31])[C:21]1[N:26]=[CH:25][C:24]2[N:27]=[CH:28][N:29]([CH3:30])[C:23]=2[CH:22]=1, predict the reactants needed to synthesize it. The reactants are: [CH3:1][S:2](Cl)(=[O:4])=[O:3].[CH3:6][O:7][C:8]1[CH:13]=[C:12]([CH:14]2[CH2:19][CH2:18][NH:17][CH2:16][CH2:15]2)[CH:11]=[CH:10][C:9]=1[N:20]([CH3:31])[C:21]1[N:26]=[CH:25][C:24]2[N:27]=[CH:28][N:29]([CH3:30])[C:23]=2[CH:22]=1.C(N(CC)CC)C. (5) Given the product [NH2:18][C:12]1[CH:11]=[CH:10][C:9]([O:8][Si:1]([C:4]([CH3:5])([CH3:6])[CH3:7])([CH3:2])[CH3:3])=[CH:20][C:13]=1[C:14]([NH:29][C:26]1[CH:27]=[CH:28][C:23]([O:22][CH3:21])=[CH:24][CH:25]=1)=[O:16], predict the reactants needed to synthesize it. The reactants are: [Si:1]([O:8][C:9]1[CH:20]=[C:13]2[C:14]([O:16]C(=O)[NH:18][C:12]2=[CH:11][CH:10]=1)=O)([C:4]([CH3:7])([CH3:6])[CH3:5])([CH3:3])[CH3:2].[CH3:21][O:22][C:23]1[CH:28]=[CH:27][C:26]([NH2:29])=[CH:25][CH:24]=1. (6) Given the product [CH2:1]([O:26][C:19]1[CH:20]=[CH:21][C:22]([N+:23]([O-:25])=[O:24])=[C:17]([F:16])[CH:18]=1)[C:2]1[CH:7]=[CH:6][CH:5]=[CH:4][CH:3]=1, predict the reactants needed to synthesize it. The reactants are: [CH2:1](Br)[C:2]1[CH:7]=[CH:6][CH:5]=[CH:4][CH:3]=1.C(=O)([O-])[O-].[K+].[K+].O.[F:16][C:17]1[CH:18]=[C:19]([OH:26])[CH:20]=[CH:21][C:22]=1[N+:23]([O-:25])=[O:24]. (7) Given the product [CH3:1][N:8]1[C:9]2[CH:25]=[CH:24][CH:23]=[CH:22][C:10]=2[CH2:11][CH2:12][C@H:13]([NH:14][C:15](=[O:21])[O:16][C:17]([CH3:19])([CH3:20])[CH3:18])[C:7]1=[O:6], predict the reactants needed to synthesize it. The reactants are: [CH2:1]1COCC1.[O:6]=[C:7]1[C@@H:13]([NH:14][C:15](=[O:21])[O:16][C:17]([CH3:20])([CH3:19])[CH3:18])[CH2:12][CH2:11][C:10]2[CH:22]=[CH:23][CH:24]=[CH:25][C:9]=2[NH:8]1.CI. (8) Given the product [ClH:40].[NH2:32][C:29]([C:26]1[CH:27]=[CH:28][C:23]([N:22]2[C:11]3=[N:12][C:13]([C:16]4[CH:21]=[CH:20][CH:19]=[CH:18][CH:17]=4)=[CH:14][CH:15]=[C:10]3[N:9]=[C:8]2[C:7]2[C:2]([NH2:1])=[N:3][CH:4]=[CH:5][CH:6]=2)=[CH:24][CH:25]=1)([CH3:30])[CH3:31], predict the reactants needed to synthesize it. The reactants are: [NH2:1][C:2]1[C:7]([C:8]2[N:22]([C:23]3[CH:28]=[CH:27][C:26]([C:29]([NH:32]C(=O)OC(C)(C)C)([CH3:31])[CH3:30])=[CH:25][CH:24]=3)[C:11]3=[N:12][C:13]([C:16]4[CH:21]=[CH:20][CH:19]=[CH:18][CH:17]=4)=[CH:14][CH:15]=[C:10]3[N:9]=2)=[CH:6][CH:5]=[CH:4][N:3]=1.[ClH:40].C(OC(C)C)(C)C. (9) Given the product [CH:11]1([CH2:14][O:15][C:2]2[N:3]=[CH:4][C:5]([C:8]([OH:10])=[O:9])=[N:6][CH:7]=2)[CH2:13][CH2:12]1, predict the reactants needed to synthesize it. The reactants are: Cl[C:2]1[N:3]=[CH:4][C:5]([C:8]([OH:10])=[O:9])=[N:6][CH:7]=1.[CH:11]1([CH2:14][OH:15])[CH2:13][CH2:12]1.[OH-].[K+].